This data is from Forward reaction prediction with 1.9M reactions from USPTO patents (1976-2016). The task is: Predict the product of the given reaction. (1) Given the reactants B1(C)OC(C2C=CC=CC=2)(C2C=CC=CC=2)[C@@H]2N1CCC2.[CH2:22]([O:29][C:30]([N:32]1[C:41]2[C:36](=[CH:37][CH:38]=[CH:39][CH:40]=2)[C:35](=[O:42])[CH2:34][CH2:33]1)=[O:31])[C:23]1[CH:28]=[CH:27][CH:26]=[CH:25][CH:24]=1.CO, predict the reaction product. The product is: [CH2:22]([O:29][C:30]([N:32]1[C:41]2[C:36](=[CH:37][CH:38]=[CH:39][CH:40]=2)[C@@H:35]([OH:42])[CH2:34][CH2:33]1)=[O:31])[C:23]1[CH:28]=[CH:27][CH:26]=[CH:25][CH:24]=1. (2) Given the reactants Cl[C:2]1[CH:7]=[C:6]([C:8]([F:11])([F:10])[F:9])[CH:5]=[C:4]([CH3:12])[N:3]=1.[NH3:13], predict the reaction product. The product is: [NH3:3].[CH3:12][C:4]1[N:3]=[C:2]([NH2:13])[CH:7]=[C:6]([C:8]([F:11])([F:10])[F:9])[CH:5]=1. (3) The product is: [F:20][C:11]1[CH:12]=[C:13]([C:16]([OH:19])([CH3:17])[CH3:18])[CH:14]=[CH:15][C:10]=1[C:4]1[S:3][C:2]([NH:1][C:22]2[CH:27]=[CH:26][CH:25]=[C:24]([S:28]([CH3:31])(=[O:30])=[O:29])[N:23]=2)=[C:6]([C:7]([NH2:9])=[O:8])[CH:5]=1. Given the reactants [NH2:1][C:2]1[S:3][C:4]([C:10]2[CH:15]=[CH:14][C:13]([C:16]([OH:19])([CH3:18])[CH3:17])=[CH:12][C:11]=2[F:20])=[CH:5][C:6]=1[C:7]([NH2:9])=[O:8].Br[C:22]1[CH:27]=[CH:26][CH:25]=[C:24]([S:28]([CH3:31])(=[O:30])=[O:29])[N:23]=1, predict the reaction product. (4) Given the reactants [CH3:1][C:2]1[O:6][C:5]([C:7]2[CH:12]=[CH:11][C:10](C3SC=CC=3)=[CH:9][CH:8]=2)=[N:4][C:3]=1[CH2:18][CH2:19][O:20]S(C1C=CC(C)=CC=1)(=O)=O.C([O:33][C:34](=[O:55])[C:35]([O:48][C:49]1[CH:54]=[CH:53][CH:52]=[CH:51][CH:50]=1)([CH3:47])[CH2:36][C:37]1[C:46]2[C:41](=[CH:42][CH:43]=[CH:44][CH:45]=2)[CH:40]=[CH:39][CH:38]=1)C, predict the reaction product. The product is: [C:11]1([C:7]2[CH:12]=[CH:11][CH:10]=[CH:9][CH:8]=2)[CH:10]=[CH:9][CH:8]=[C:7]([C:5]2[O:6][C:2]([CH3:1])=[C:3]([CH2:18][CH2:19][O:20][C:40]3[C:41]4[C:46](=[CH:45][CH:44]=[CH:43][CH:42]=4)[C:37]([CH2:36][C:35]([CH3:47])([O:48][C:49]4[CH:50]=[CH:51][CH:52]=[CH:53][CH:54]=4)[C:34]([OH:33])=[O:55])=[CH:38][CH:39]=3)[N:4]=2)[CH:12]=1.